The task is: Predict which catalyst facilitates the given reaction.. This data is from Catalyst prediction with 721,799 reactions and 888 catalyst types from USPTO. (1) Reactant: [CH2:1]([O:3][C:4]([C:6]1[CH:11]=[CH:10][C:9]([NH:12][C:13](=[O:25])[CH2:14][CH:15]([C:19]2[CH:24]=[CH:23][CH:22]=[CH:21][CH:20]=2)[C:16](O)=[O:17])=[CH:8][CH:7]=1)=[O:5])[CH3:2].Cl.CN(C)CCCN=C=NCC.ON1C2C=CC=CC=2N=N1.[NH2:48][C:49]1[CH:54]=[CH:53][C:52]([NH:55][C:56]([NH:58][C:59]2[CH:64]=[CH:63][CH:62]=[CH:61][C:60]=2[CH3:65])=[O:57])=[CH:51][CH:50]=1. Product: [CH3:65][C:60]1[CH:61]=[CH:62][CH:63]=[CH:64][C:59]=1[NH:58][C:56]([NH:55][C:52]1[CH:51]=[CH:50][C:49]([NH:48][C:16](=[O:17])[CH:15]([C:19]2[CH:20]=[CH:21][CH:22]=[CH:23][CH:24]=2)[CH2:14][C:13]([NH:12][C:9]2[CH:8]=[CH:7][C:6]([C:4]([O:3][CH2:1][CH3:2])=[O:5])=[CH:11][CH:10]=2)=[O:25])=[CH:54][CH:53]=1)=[O:57]. The catalyst class is: 23. (2) Product: [CH3:1][S:2]([C:4]1[CH:9]=[CH:8][CH:7]=[CH:6][C:5]=1[N:10]1[CH:15]=[CH:14][C:13](=[O:16])[C:12]([C:17]2[N:21]([C:22]3[CH:27]=[CH:26][CH:25]=[CH:24][CH:23]=3)[N:20]=[CH:19][CH:18]=2)=[N:11]1)(=[O:28])=[O:3]. Reactant: [CH3:1][S:2]([C:4]1[CH:9]=[CH:8][CH:7]=[CH:6][C:5]=1[N:10]1[CH:15]=[CH:14][C:13](=[O:16])[C:12]([C:17]2[N:21]([C:22]3[CH:27]=[CH:26][CH:25]=[CH:24][CH:23]=3)[N:20]=[CH:19][CH:18]=2)=[N:11]1)=[O:3].[OH:28]O. The catalyst class is: 15. (3) Reactant: [F-].C([N+](CCCC)(CCCC)CCCC)CCC.[CH2:19]([C:21]1[CH:26]=[CH:25][C:24]([C:27]2[CH:28]=[C:29]3[C:33](=[CH:34][C:35]=2[C:36]2[CH:41]=[CH:40][C:39]([O:42][CH2:43][C:44]4[CH:49]=[CH:48][CH:47]=[CH:46][CH:45]=4)=[CH:38][CH:37]=2)[N:32](COCC[Si](C)(C)C)[N:31]=[C:30]3[NH:58][C:59](=[O:63])[CH2:60][CH2:61][CH3:62])=[CH:23][CH:22]=1)[CH3:20].C(OCC)(=O)C. Product: [CH2:19]([C:21]1[CH:26]=[CH:25][C:24]([C:27]2[CH:28]=[C:29]3[C:33](=[CH:34][C:35]=2[C:36]2[CH:41]=[CH:40][C:39]([O:42][CH2:43][C:44]4[CH:45]=[CH:46][CH:47]=[CH:48][CH:49]=4)=[CH:38][CH:37]=2)[NH:32][N:31]=[C:30]3[NH:58][C:59](=[O:63])[CH2:60][CH2:61][CH3:62])=[CH:23][CH:22]=1)[CH3:20]. The catalyst class is: 7. (4) Reactant: C([O:3][C:4](=O)[CH:5]([C:13]1[C:18]([NH2:19])=[CH:17][N:16]=[C:15]([NH:20][CH:21]2[CH2:26][CH2:25][N:24]([CH2:27][CH2:28][O:29][CH3:30])[CH2:23][CH2:22]2)[N:14]=1)[C:6]([O:8][C:9]([CH3:12])([CH3:11])[CH3:10])=[O:7])C. Product: [C:9]([O:8][C:6]([CH:5]1[C:13]2[N:14]=[C:15]([NH:20][CH:21]3[CH2:26][CH2:25][N:24]([CH2:27][CH2:28][O:29][CH3:30])[CH2:23][CH2:22]3)[N:16]=[CH:17][C:18]=2[NH:19][C:4]1=[O:3])=[O:7])([CH3:11])([CH3:10])[CH3:12]. The catalyst class is: 52. (5) Reactant: [Cl:1][C:2]1[C:3]2[N:4]([C:11]([CH3:14])=[CH:12][CH:13]=2)[C:5]([C:8]([OH:10])=O)=[CH:6][N:7]=1.C([N:17]1C[CH2:21][O:20][CH2:19][CH2:18]1)C.COCCN.O.ON1C2C=CC=CC=2N=N1.CN(C)CCCN=C=NCC. Product: [Cl:1][C:2]1[C:3]2[N:4]([C:11]([CH3:14])=[CH:12][CH:13]=2)[C:5]([C:8]([NH:17][CH2:18][CH2:19][O:20][CH3:21])=[O:10])=[CH:6][N:7]=1. The catalyst class is: 42. (6) Reactant: [Br:1][C:2]1[C:3](=[O:20])[N:4]([C:14]2[CH:19]=[CH:18][CH:17]=[CH:16][CH:15]=2)[CH:5]=[C:6]([C:8]2[CH:13]=[CH:12][CH:11]=[CH:10][N:9]=2)[CH:7]=1.[C:21]1(S(OC)(=O)=O)C=CC=CC=1. Product: [Br:1][C:2]1[C:3](=[O:20])[N:4]([C:14]2[CH:15]=[CH:16][CH:17]=[CH:18][CH:19]=2)[CH:5]=[C:6]([CH:8]2[CH2:13][CH:12]=[CH:11][CH2:10][N:9]2[CH3:21])[CH:7]=1. The catalyst class is: 10.